This data is from Full USPTO retrosynthesis dataset with 1.9M reactions from patents (1976-2016). The task is: Predict the reactants needed to synthesize the given product. (1) Given the product [NH2:15][C:11]1[N:12]=[CH:13][N:14]=[C:9]([NH:8][C:6]2[C:5](=[O:21])[N:4]3[C:22]([CH:27]4[CH2:32][CH2:30][CH2:29][CH2:28]4)([CH3:26])[NH:23][C:24](=[O:25])[C:3]3=[CH:2][CH:7]=2)[CH:10]=1, predict the reactants needed to synthesize it. The reactants are: Cl[C:2]1[CH:7]=[C:6]([NH:8][C:9]2[N:14]=[CH:13][N:12]=[C:11]([NH:15]C(C3CC3)=O)[CH:10]=2)[C:5](=[O:21])[N:4]2[C:22]([C:27]3[CH:32]=C[CH:30]=[C:29](F)[CH:28]=3)([CH3:26])[NH:23][C:24](=[O:25])[C:3]=12.C(OC(OC(C)(C)C)=O)(OC(C)(C)C)=O. (2) Given the product [C:34]([C:33]1[CH:36]=[CH:37][C:30]([N:24]2[C:25](=[O:29])[C:26]([CH3:28])([CH3:27])[N:22]([C:17]3[CH:18]=[CH:19][C:20]([O:1][CH2:2][C:3]4([NH:6][C:7](=[O:13])[O:8][C:9]([CH3:10])([CH3:12])[CH3:11])[CH2:4][CH2:5]4)=[C:15]([F:14])[CH:16]=3)[C:23]2=[S:42])=[CH:31][C:32]=1[C:38]([F:39])([F:41])[F:40])#[N:35], predict the reactants needed to synthesize it. The reactants are: [OH:1][CH2:2][C:3]1([NH:6][C:7](=[O:13])[O:8][C:9]([CH3:12])([CH3:11])[CH3:10])[CH2:5][CH2:4]1.[F:14][C:15]1[CH:16]=[C:17]([N:22]2[C:26]([CH3:28])([CH3:27])[C:25](=[O:29])[N:24]([C:30]3[CH:37]=[CH:36][C:33]([C:34]#[N:35])=[C:32]([C:38]([F:41])([F:40])[F:39])[CH:31]=3)[C:23]2=[S:42])[CH:18]=[CH:19][C:20]=1O.N(C(N1CCCCC1)=O)=NC(N1CCCCC1)=O.C(P(CCCC)CCCC)CCC. (3) Given the product [CH2:20]([O:22][C:23]([C:25]1([CH2:32][CH:33]([CH2:36][CH3:37])[CH2:34][CH3:35])[CH2:30][CH2:29][CH2:28][CH2:27][CH2:26]1)=[O:24])[CH3:21], predict the reactants needed to synthesize it. The reactants are: C1(NC2CCCCC2)CCCCC1.CCCCCC.[CH2:20]([O:22][C:23]([CH:25]1[CH2:30][CH2:29][CH2:28][CH2:27][CH2:26]1)=[O:24])[CH3:21].Br[CH2:32][CH:33]([CH2:36][CH3:37])[CH2:34][CH3:35].Cl. (4) Given the product [F:40][C:37]1[CH:38]=[CH:39][C:34]([CH2:33][CH2:32][N:17]2[CH2:18][CH2:19][N:14]([C:13]3[C:7]4[O:6][C:5]([C:3]([N:2]([CH3:20])[CH3:1])=[O:4])=[CH:9][C:8]=4[CH:10]=[CH:11][CH:12]=3)[CH2:15][CH2:16]2)=[N:35][CH:36]=1, predict the reactants needed to synthesize it. The reactants are: [CH3:1][N:2]([CH3:20])[C:3]([C:5]1[O:6][C:7]2[C:13]([N:14]3[CH2:19][CH2:18][NH:17][CH2:16][CH2:15]3)=[CH:12][CH:11]=[CH:10][C:8]=2[CH:9]=1)=[O:4].CC1C=CC(S(O[CH2:32][CH2:33][C:34]2[CH:39]=[CH:38][C:37]([F:40])=[CH:36][N:35]=2)(=O)=O)=CC=1. (5) Given the product [Cl:19][C:16]1[CH:17]=[CH:18][C:13]([C:4]2[C:3]([OH:20])=[C:2]([CH3:22])[CH:11]=[C:10]3[C:5]=2[CH:6]=[CH:7][C:8]([CH3:12])=[N:9]3)=[CH:14][CH:15]=1, predict the reactants needed to synthesize it. The reactants are: Cl[C:2]1[CH:11]=[C:10]2[C:5]([CH:6]=[CH:7][C:8]([CH3:12])=[N:9]2)=[C:4]([C:13]2[CH:18]=[CH:17][C:16]([Cl:19])=[CH:15][CH:14]=2)[C:3]=1[OH:20].Br[C:22]1C(O)=C(C)C=C2C=1C=CC(C)=N2.